This data is from Forward reaction prediction with 1.9M reactions from USPTO patents (1976-2016). The task is: Predict the product of the given reaction. (1) Given the reactants [F:1][C:2]([F:34])([F:33])[C:3]1[CH:4]=[C:5]([CH:26]=[C:27]([C:29]([F:32])([F:31])[F:30])[CH:28]=1)[C:6]([N:8]1[CH2:25][CH2:24][C:11]2([C:15](=[O:16])[NH:14][C:13](=[O:17])[CH:12]2[C:18]2[CH:23]=[CH:22][CH:21]=[CH:20][CH:19]=2)[CH2:10][CH2:9]1)=[O:7].[CH3:35][N:36]([CH3:41])[CH2:37][CH2:38][CH2:39]O, predict the reaction product. The product is: [F:32][C:29]([F:30])([F:31])[C:27]1[CH:26]=[C:5]([CH:4]=[C:3]([C:2]([F:1])([F:33])[F:34])[CH:28]=1)[C:6]([N:8]1[CH2:9][CH2:10][C:11]2([C:15](=[O:16])[N:14]([CH2:39][CH2:38][CH2:37][N:36]([CH3:41])[CH3:35])[C:13](=[O:17])[CH:12]2[C:18]2[CH:19]=[CH:20][CH:21]=[CH:22][CH:23]=2)[CH2:24][CH2:25]1)=[O:7]. (2) Given the reactants C([O:3][C:4]([C:6]1[S:15][C:14]2[C:13]3[CH:16]=[CH:17][CH:18]=[CH:19][C:12]=3[O:11][CH2:10][CH2:9][C:8]=2[N:7]=1)=[O:5])C.[OH-].[Na+].O, predict the reaction product. The product is: [S:15]1[C:14]2[C:13]3[CH:16]=[CH:17][CH:18]=[CH:19][C:12]=3[O:11][CH2:10][CH2:9][C:8]=2[N:7]=[C:6]1[C:4]([OH:5])=[O:3].